Dataset: Full USPTO retrosynthesis dataset with 1.9M reactions from patents (1976-2016). Task: Predict the reactants needed to synthesize the given product. (1) Given the product [CH3:29][C:23]1[C:24]([CH3:28])=[CH:25][CH:26]=[CH:27][C:22]=1[C:21]1[C:15]2[O:14][CH:13]([CH2:12][NH2:30])[CH2:17][C:16]=2[CH:18]=[CH:19][CH:20]=1, predict the reactants needed to synthesize it. The reactants are: CC1C=CC(S(O[CH2:12][CH:13]2[CH2:17][C:16]3[CH:18]=[CH:19][CH:20]=[C:21]([C:22]4[CH:27]=[CH:26][CH:25]=[C:24]([CH3:28])[C:23]=4[CH3:29])[C:15]=3[O:14]2)(=O)=O)=CC=1.[N-:30]=[N+]=[N-].[Na+].N(CC1CC2C=CCC(C3C=CC=C(Cl)C=3Cl)(N)C=2O1)=[N+]=[N-].C1(P(C2C=CC=CC=2)C2C=CC=CC=2)C=CC=CC=1.Cl. (2) Given the product [C:10]([O:14][C:15]([N:17]1[C@H:22]([CH2:23][NH:24][C:3](=[O:5])[C:2]([F:1])([F:8])[F:9])[C@@H:21]2[CH2:25][C@H:18]1[CH2:19][CH2:20]2)=[O:16])([CH3:13])([CH3:11])[CH3:12], predict the reactants needed to synthesize it. The reactants are: [F:1][C:2]([F:9])([F:8])[C:3]([O:5]CC)=O.[C:10]([O:14][C:15]([N:17]1[C@H:22]([CH2:23][NH2:24])[C@@H:21]2[CH2:25][C@H:18]1[CH2:19][CH2:20]2)=[O:16])([CH3:13])([CH3:12])[CH3:11].CCN(C(C)C)C(C)C. (3) Given the product [CH3:1][O:2][C:3]1[CH:4]=[CH:5][C:6]([C:7](=[O:9])[CH2:17][C:16]#[N:18])=[CH:11][CH:12]=1, predict the reactants needed to synthesize it. The reactants are: [CH3:1][O:2][C:3]1[CH:12]=[CH:11][C:6]([C:7]([O:9]C)=O)=[CH:5][CH:4]=1.C[O-].[Na+].[C:16](#[N:18])[CH3:17].ClC1C=CC=CC=1. (4) Given the product [CH3:1][C:2]1[C:3]([N:9]2[CH2:10][CH2:11][N:12]([C:15]([C:17]3[CH:22]=[CH:21][C:20]([N:23]4[CH:27]([CH3:28])[C:26](=[O:29])[N:25]([CH3:31])[C:24]4=[O:30])=[CH:19][CH:18]=3)=[O:16])[CH2:13][CH2:14]2)=[N:4][CH:5]=[C:6]([CH3:8])[CH:7]=1, predict the reactants needed to synthesize it. The reactants are: [CH3:1][C:2]1[C:3]([N:9]2[CH2:14][CH2:13][N:12]([C:15]([C:17]3[CH:22]=[CH:21][C:20]([N:23]4[CH:27]([CH3:28])[C:26](=[O:29])[NH:25][C:24]4=[O:30])=[CH:19][CH:18]=3)=[O:16])[CH2:11][CH2:10]2)=[N:4][CH:5]=[C:6]([CH3:8])[CH:7]=1.[CH3:31]I. (5) The reactants are: Cl[C:2]1[CH:10]=[CH:9][C:8]([C:11]2[C:12]([C@@H:23]([NH:33][C:34](=[O:40])[O:35][C:36]([CH3:39])([CH3:38])[CH3:37])[CH2:24][C:25]3[CH:30]=[C:29]([F:31])[CH:28]=[C:27]([F:32])[CH:26]=3)=[N:13][C:14]([C:17]#[C:18][C:19]([OH:22])([CH3:21])[CH3:20])=[CH:15][CH:16]=2)=[C:7]2[C:3]=1[C:4]([NH:42][S:43]([CH3:46])(=[O:45])=[O:44])=[N:5][N:6]2[CH3:41].[CH3:47]N1C2C(=C(C)C=CC=2B2OC(C)(C)C(C)(C)O2)C(NS(C)(=O)=O)=N1. Given the product [F:31][C:29]1[CH:30]=[C:25]([CH2:24][C@H:23]([NH:33][C:34](=[O:40])[O:35][C:36]([CH3:37])([CH3:39])[CH3:38])[C:12]2[C:11]([C:8]3[CH:9]=[CH:10][C:2]([CH3:47])=[C:3]4[C:7]=3[N:6]([CH3:41])[N:5]=[C:4]4[NH:42][S:43]([CH3:46])(=[O:45])=[O:44])=[CH:16][CH:15]=[C:14]([C:17]#[C:18][C:19]([OH:22])([CH3:20])[CH3:21])[N:13]=2)[CH:26]=[C:27]([F:32])[CH:28]=1, predict the reactants needed to synthesize it. (6) Given the product [ClH:16].[NH2:8][C:37]1[C:38]2[C:54](=[CH:49][C:50]([NH2:46])=[CH:51][CH:52]=2)[CH:36]=[C:34]([CH3:35])[N:33]=1, predict the reactants needed to synthesize it. The reactants are: C(OC([N:8]1CCC[C@H]1C(O)=O)=O)(C)(C)C.[ClH:16].NC1C2C(=CC(CN)=CC=2)C=CN=1.C([N:33]([CH2:37][CH3:38])[CH:34]([CH3:36])[CH3:35])(C)C.F[P-](F)(F)(F)(F)F.[N:46]1(OC(N(C)C)=[N+](C)C)[C:50]2[CH:51]=[CH:52]C=[CH:54][C:49]=2N=N1.